The task is: Predict the reaction yield, written as a fraction of the theoretical maximum amount of product (1.0 means a 100% yield; for example, 0.34 means a 34% yield).. This data is from Reaction yield outcomes from USPTO patents with 853,638 reactions. (1) The reactants are [F:1][C:2]1[C:7]2[CH:8]=[CH:9][O:10][C:6]=2[C:5]([C:11]2[CH:27]=[CH:26][C:14]([O:15][CH2:16][C:17]3[CH:18]=[C:19]([CH:23]=[CH:24][CH:25]=3)[C:20](O)=[O:21])=[CH:13][CH:12]=2)=[CH:4][C:3]=1[F:28].[NH:29]1[CH2:33][CH:32]=[CH:31][C@H:30]1[C:34]([OH:36])=[O:35]. No catalyst specified. The product is [F:1][C:2]1[C:7]2[CH:8]=[CH:9][O:10][C:6]=2[C:5]([C:11]2[CH:12]=[CH:13][C:14]([O:15][CH2:16][C:17]3[CH:18]=[C:19]([CH:23]=[CH:24][CH:25]=3)[C:20]([N:29]3[CH2:33][CH:32]=[CH:31][C@H:30]3[C:34]([OH:36])=[O:35])=[O:21])=[CH:26][CH:27]=2)=[CH:4][C:3]=1[F:28]. The yield is 0.300. (2) The reactants are [CH3:1][O:2][C:3]([C:5]1([C:8]2[CH:13]=[CH:12][C:11]([OH:14])=[C:10]([N+:15]([O-])=O)[CH:9]=2)[CH2:7][CH2:6]1)=[O:4]. The catalyst is CO.[Ni]. The product is [CH3:1][O:2][C:3]([C:5]1([C:8]2[CH:13]=[CH:12][C:11]([OH:14])=[C:10]([NH2:15])[CH:9]=2)[CH2:7][CH2:6]1)=[O:4]. The yield is 0.740. (3) The reactants are [H-].[Na+].[I:3][C:4]1[CH:5]=[N:6][NH:7][CH:8]=1.I[CH:10]([CH3:12])[CH3:11]. The catalyst is CN(C=O)C. The product is [I:3][C:4]1[CH:5]=[N:6][N:7]([CH:10]([CH3:12])[CH3:11])[CH:8]=1. The yield is 0.660. (4) The reactants are [NH:1]1[C:5]2[CH:6]=[CH:7][C:8]([C:10]([OH:12])=O)=[CH:9][C:4]=2[N:3]=[CH:2]1.[CH2:13]1[C@H:22]2[C@H:17]([CH2:18][CH2:19][C:20]3[CH:26]=[CH:25][C:24]([C:27]#[N:28])=[CH:23][C:21]=32)[NH:16][CH2:15][CH2:14]1. No catalyst specified. The product is [NH:1]1[C:5]2[CH:6]=[CH:7][C:8]([C:10]([N:16]3[C@@H:17]4[C@@H:22]([C:21]5[CH:23]=[C:24]([C:27]#[N:28])[CH:25]=[CH:26][C:20]=5[CH2:19][CH2:18]4)[CH2:13][CH2:14][CH2:15]3)=[O:12])=[CH:9][C:4]=2[N:3]=[CH:2]1. The yield is 0.640. (5) The reactants are [OH-].[Na+].[CH3:3][O:4][C:5](=[O:20])[C:6]1[CH:11]=[CH:10][C:9]([O:12]C(=O)C)=[CH:8][C:7]=1[O:16][CH:17]([CH3:19])[CH3:18].Cl. The catalyst is C1COCC1.CO.O. The product is [CH3:3][O:4][C:5](=[O:20])[C:6]1[CH:11]=[CH:10][C:9]([OH:12])=[CH:8][C:7]=1[O:16][CH:17]([CH3:18])[CH3:19]. The yield is 1.00. (6) The catalyst is ClCCCl. The product is [CH3:1][N:2]1[CH2:7][CH2:6][N:5]([CH:15]2[CH2:16][CH2:17][C:12]3([O:11][CH2:10][CH2:9][O:8]3)[CH2:13][CH2:14]2)[CH2:4][CH2:3]1. The yield is 0.991. The reactants are [CH3:1][N:2]1[CH2:7][CH2:6][NH:5][CH2:4][CH2:3]1.[O:8]1[C:12]2([CH2:17][CH2:16][C:15](=O)[CH2:14][CH2:13]2)[O:11][CH2:10][CH2:9]1.C(O)(=O)C.[BH-](OC(C)=O)(OC(C)=O)OC(C)=O.[Na+].